Predict the reactants needed to synthesize the given product. From a dataset of Full USPTO retrosynthesis dataset with 1.9M reactions from patents (1976-2016). Given the product [F:30][C:13]1[CH:14]=[CH:15][C:16]([CH2:18][C:19]2[C:28]3[C:23](=[CH:24][CH:25]=[CH:26][CH:27]=3)[C:22](=[O:29])[NH:21][N:20]=2)=[CH:17][C:12]=1[N:7]1[C:8](=[O:11])[CH:9]([CH3:10])[N:5]([CH2:4][C:3]([OH:32])=[O:2])[C:6]1=[O:31], predict the reactants needed to synthesize it. The reactants are: C[O:2][C:3](=[O:32])[CH2:4][N:5]1[CH:9]([CH3:10])[C:8](=[O:11])[N:7]([C:12]2[CH:17]=[C:16]([CH2:18][C:19]3[C:28]4[C:23](=[CH:24][CH:25]=[CH:26][CH:27]=4)[C:22](=[O:29])[NH:21][N:20]=3)[CH:15]=[CH:14][C:13]=2[F:30])[C:6]1=[O:31].CO.